From a dataset of Acute oral toxicity (LD50) regression data from Zhu et al.. Regression/Classification. Given a drug SMILES string, predict its toxicity properties. Task type varies by dataset: regression for continuous values (e.g., LD50, hERG inhibition percentage) or binary classification for toxic/non-toxic outcomes (e.g., AMES mutagenicity, cardiotoxicity, hepatotoxicity). Dataset: ld50_zhu. (1) The drug is O=[N+]([O-])c1cc(C(F)(F)F)ccc1Cl. The rat oral LD50 is 2.32, given as -log10 of the dose in mol/kg body weight (higher means more acutely toxic). (2) The rat oral LD50 is 2.21, given as -log10 of the dose in mol/kg body weight (higher means more acutely toxic). The compound is CCCC(CCC)C(N)=O. (3) The drug is CCOCCc1ccc(OCCNc2ncnc(CC)c2Cl)c(C)c1C. The rat oral LD50 is 3.52, given as -log10 of the dose in mol/kg body weight (higher means more acutely toxic). (4) The molecule is Cc1ccccc1CNC1=NCCS1. The rat oral LD50 is 3.10, given as -log10 of the dose in mol/kg body weight (higher means more acutely toxic). (5) The rat oral LD50 is 3.73, given as -log10 of the dose in mol/kg body weight (higher means more acutely toxic). The compound is COP(=O)(OC)OC(C)=CC(=O)OCc1ccccc1. (6) The compound is CCO[Si](CCCCN)(OCC)OCC. The rat oral LD50 is 2.16, given as -log10 of the dose in mol/kg body weight (higher means more acutely toxic). (7) The drug is COc1c(Cl)cc(Cl)c(Cl)c1C(=O)O. The rat oral LD50 is 2.93, given as -log10 of the dose in mol/kg body weight (higher means more acutely toxic). (8) The drug is Cc1cccc2[nH]nnc12. The rat oral LD50 is 2.29, given as -log10 of the dose in mol/kg body weight (higher means more acutely toxic).